Task: Regression. Given two drug SMILES strings and cell line genomic features, predict the synergy score measuring deviation from expected non-interaction effect.. Dataset: NCI-60 drug combinations with 297,098 pairs across 59 cell lines (1) Drug 1: C1C(C(OC1N2C=NC3=C(N=C(N=C32)Cl)N)CO)O. Drug 2: C1CNP(=O)(OC1)N(CCCl)CCCl. Cell line: IGROV1. Synergy scores: CSS=3.84, Synergy_ZIP=-0.0342, Synergy_Bliss=0.812, Synergy_Loewe=-2.37, Synergy_HSA=0.264. (2) Synergy scores: CSS=18.1, Synergy_ZIP=-2.15, Synergy_Bliss=5.80, Synergy_Loewe=4.75, Synergy_HSA=4.50. Drug 2: CN(CCCl)CCCl.Cl. Drug 1: CC(CN1CC(=O)NC(=O)C1)N2CC(=O)NC(=O)C2. Cell line: OVCAR-4. (3) Drug 1: C1=NNC2=C1C(=O)NC=N2. Drug 2: C(CN)CNCCSP(=O)(O)O. Cell line: SK-MEL-5. Synergy scores: CSS=-0.174, Synergy_ZIP=0.290, Synergy_Bliss=-0.687, Synergy_Loewe=-1.19, Synergy_HSA=-2.49. (4) Drug 1: CCC1(CC2CC(C3=C(CCN(C2)C1)C4=CC=CC=C4N3)(C5=C(C=C6C(=C5)C78CCN9C7C(C=CC9)(C(C(C8N6C)(C(=O)OC)O)OC(=O)C)CC)OC)C(=O)OC)O.OS(=O)(=O)O. Drug 2: CCC1=C2CN3C(=CC4=C(C3=O)COC(=O)C4(CC)O)C2=NC5=C1C=C(C=C5)O. Cell line: NCI-H322M. Synergy scores: CSS=3.04, Synergy_ZIP=0.453, Synergy_Bliss=-0.974, Synergy_Loewe=-1.45, Synergy_HSA=-4.31. (5) Drug 1: CS(=O)(=O)CCNCC1=CC=C(O1)C2=CC3=C(C=C2)N=CN=C3NC4=CC(=C(C=C4)OCC5=CC(=CC=C5)F)Cl. Drug 2: CCC1(CC2CC(C3=C(CCN(C2)C1)C4=CC=CC=C4N3)(C5=C(C=C6C(=C5)C78CCN9C7C(C=CC9)(C(C(C8N6C)(C(=O)OC)O)OC(=O)C)CC)OC)C(=O)OC)O.OS(=O)(=O)O. Cell line: KM12. Synergy scores: CSS=4.20, Synergy_ZIP=4.89, Synergy_Bliss=5.51, Synergy_Loewe=-0.825, Synergy_HSA=1.44.